From a dataset of Full USPTO retrosynthesis dataset with 1.9M reactions from patents (1976-2016). Predict the reactants needed to synthesize the given product. (1) Given the product [B:1]12[B:4]3[B:5]4[B:2]1[C:3]234.[O-2:6].[O-2:6].[Ti+4:8].[C:9], predict the reactants needed to synthesize it. The reactants are: [B:1]12[B:4]3[B:5]4[B:2]1[C:3]234.[O-2:6].[O-2].[Ti+4:8].[CH4:9].[C-]#[Si+]. (2) Given the product [CH3:26][O:25][C:4]1[CH:3]=[C:2]([N:29]2[CH:30]=[CH:31][N:32]=[C:28]2[CH3:27])[CH:7]=[CH:6][C:5]=1[C:8]1[O:9][C:10]([C:13]2[C:14]([C:19]3[CH:24]=[CH:23][CH:22]=[CH:21][CH:20]=3)=[N:15][O:16][C:17]=2[CH3:18])=[N:11][N:12]=1, predict the reactants needed to synthesize it. The reactants are: F[C:2]1[CH:7]=[CH:6][C:5]([C:8]2[O:9][C:10]([C:13]3[C:14]([C:19]4[CH:24]=[CH:23][CH:22]=[CH:21][CH:20]=4)=[N:15][O:16][C:17]=3[CH3:18])=[N:11][N:12]=2)=[C:4]([O:25][CH3:26])[CH:3]=1.[CH3:27][C:28]1[NH:29][CH:30]=[CH:31][N:32]=1.